From a dataset of Acute oral toxicity (LD50) regression data from Zhu et al.. Regression/Classification. Given a drug SMILES string, predict its toxicity properties. Task type varies by dataset: regression for continuous values (e.g., LD50, hERG inhibition percentage) or binary classification for toxic/non-toxic outcomes (e.g., AMES mutagenicity, cardiotoxicity, hepatotoxicity). Dataset: ld50_zhu. (1) The molecule is CSC(=S)N(C)C. The rat oral LD50 is 3.34, given as -log10 of the dose in mol/kg body weight (higher means more acutely toxic). (2) The drug is NCCOCCO. The rat oral LD50 is 1.27, given as -log10 of the dose in mol/kg body weight (higher means more acutely toxic). (3) The molecule is O=c1[nH]sc2ccccc12. The rat oral LD50 is 2.17, given as -log10 of the dose in mol/kg body weight (higher means more acutely toxic). (4) The molecule is CCCCCCCCC1OC1CCCCCCCC(=O)OCC(CC)CCCC. The rat oral LD50 is 1.12, given as -log10 of the dose in mol/kg body weight (higher means more acutely toxic). (5) The compound is O=C(O)COCC(=O)O. The rat oral LD50 is 2.43, given as -log10 of the dose in mol/kg body weight (higher means more acutely toxic). (6) The molecule is O=C(O)c1ccccc1Nc1cccc(Cl)c1CO. The rat oral LD50 is 2.06, given as -log10 of the dose in mol/kg body weight (higher means more acutely toxic). (7) The drug is O=C(Nc1ccccc1)Nc1cnns1. The rat oral LD50 is 1.61, given as -log10 of the dose in mol/kg body weight (higher means more acutely toxic).